From a dataset of Reaction yield outcomes from USPTO patents with 853,638 reactions. Predict the reaction yield, written as a fraction of the theoretical maximum amount of product (1.0 means a 100% yield; for example, 0.34 means a 34% yield). (1) The reactants are Br[CH:2]1[CH2:7][O:6][CH2:5][CH2:4][O:3]1.[C:8]([O:11][C:12]1[CH:17]=[CH:16][C:15](B2OC(C)(C)C(C)(C)O2)=[CH:14][CH:13]=1)(=[O:10])[CH3:9].C(=O)(O)[O-].[Na+].[CH2:32]1[CH2:36]O[CH2:34][CH2:33]1. The catalyst is O. The product is [C:8]([O:11][C:12]1[CH:17]=[CH:16][C:15]([C:2]2[O:3][C:4]3[CH:36]=[CH:32][CH:33]=[CH:34][C:5]=3[O:6][CH:7]=2)=[CH:14][CH:13]=1)(=[O:10])[CH3:9]. The yield is 0.620. (2) The reactants are [N:1]1([C:6]2[N:11]=[C:10]([N:12]3[CH2:17][CH2:16][CH2:15][CH2:14][CH:13]3[CH2:18][CH2:19][OH:20])[CH:9]=[CH:8][N:7]=2)[CH:5]=[CH:4][N:3]=[CH:2]1.[H-].[Na+].[CH2:23](Cl)[C:24]1[CH:32]=[CH:31][C:30]2[O:29][CH2:28][O:27][C:26]=2[CH:25]=1.[Cl-].C([NH3+])(C)(C)C. The catalyst is CN(C=O)C. The product is [O:29]1[C:30]2[CH:31]=[CH:32][C:24]([CH2:23][O:20][CH2:19][CH2:18][CH:13]3[CH2:14][CH2:15][CH2:16][CH2:17][N:12]3[C:10]3[CH:9]=[CH:8][N:7]=[C:6]([N:1]4[CH:5]=[CH:4][N:3]=[CH:2]4)[N:11]=3)=[CH:25][C:26]=2[O:27][CH2:28]1. The yield is 0.350.